Dataset: Forward reaction prediction with 1.9M reactions from USPTO patents (1976-2016). Task: Predict the product of the given reaction. Given the reactants BrC[C:3]1[CH:4]=[C:5]([CH:8]=[CH:9][CH:10]=1)[C:6]#[N:7].[CH3:11][C:12]([O:15][C:16]([NH:18][C:19]([O:21][C:22]([CH3:25])([CH3:24])[CH3:23])=[O:20])=[O:17])([CH3:14])[CH3:13].C(=O)([O-])[O-].[Cs+].[Cs+], predict the reaction product. The product is: [C:22]([O:21][C:19]([N:18]([C:16]([O:15][C:12]([CH3:14])([CH3:13])[CH3:11])=[O:17])[C:3]1[CH:4]=[C:5]([CH:8]=[CH:9][CH:10]=1)[C:6]#[N:7])=[O:20])([CH3:25])([CH3:24])[CH3:23].